From a dataset of Forward reaction prediction with 1.9M reactions from USPTO patents (1976-2016). Predict the product of the given reaction. Given the reactants C([Li])CCC.Br[C:7]1[CH:12]=[CH:11][C:10]([C:13]([F:16])([F:15])[F:14])=[CH:9][CH:8]=1.[CH3:17][C:18]1[C:23]([F:24])=[C:22](F)[N:21]=[C:20]([F:26])[C:19]=1[F:27], predict the reaction product. The product is: [CH3:17][C:18]1[C:23]([F:24])=[C:22]([C:7]2[CH:12]=[CH:11][C:10]([C:13]([F:16])([F:15])[F:14])=[CH:9][CH:8]=2)[N:21]=[C:20]([F:26])[C:19]=1[F:27].